Task: Predict the product of the given reaction.. Dataset: Forward reaction prediction with 1.9M reactions from USPTO patents (1976-2016) (1) Given the reactants [F:1][C:2]([P:20](=[O:27])([O:24][CH2:25][CH3:26])[O:21][CH2:22][CH3:23])([F:19])[CH2:3][CH2:4][O:5][CH2:6][CH2:7][O:8][C:9]1[CH:14]=[CH:13][C:12]([CH:15]=O)=[C:11]([O:17][CH3:18])[CH:10]=1.N1CCCCC1.C(O)(=O)C.[C:38]([O:44][CH2:45][CH3:46])(=[O:43])[CH2:39][C:40]([CH3:42])=[O:41], predict the reaction product. The product is: [CH2:22]([O:21][P:20]([C:2]([F:19])([F:1])[CH2:3][CH2:4][O:5][CH2:6][CH2:7][O:8][C:9]1[CH:14]=[CH:13][C:12](/[CH:15]=[C:39](\[C:40](=[O:41])[CH3:42])/[C:38]([O:44][CH2:45][CH3:46])=[O:43])=[C:11]([O:17][CH3:18])[CH:10]=1)([O:24][CH2:25][CH3:26])=[O:27])[CH3:23]. (2) Given the reactants [C:1]([C:4]1[CH:8]=[C:7]([CH3:9])[O:6][C:5]=1[CH3:10])(=[O:3])[CH3:2].[Br:11]Br.[Cl-].[NH4+], predict the reaction product. The product is: [Br:11][CH2:2][C:1]([C:4]1[CH:8]=[C:7]([CH3:9])[O:6][C:5]=1[CH3:10])=[O:3]. (3) Given the reactants [C:1]1([C:7]2[CH:12]=[C:11](Br)[CH:10]=[CH:9][N:8]=2)[CH:6]=[CH:5][CH:4]=[CH:3][CH:2]=1.[B:14]1([B:14]2[O:18][C:17]([CH3:20])([CH3:19])[C:16]([CH3:22])([CH3:21])[O:15]2)[O:18][C:17]([CH3:20])([CH3:19])[C:16]([CH3:22])([CH3:21])[O:15]1.C([O-])(=O)C.[K+], predict the reaction product. The product is: [C:1]1([C:7]2[CH:12]=[CH:11][C:10]([B:14]3[O:18][C:17]([CH3:20])([CH3:19])[C:16]([CH3:22])([CH3:21])[O:15]3)=[CH:9][N:8]=2)[CH:6]=[CH:5][CH:4]=[CH:3][CH:2]=1.